This data is from Peptide-MHC class I binding affinity with 185,985 pairs from IEDB/IMGT. The task is: Regression. Given a peptide amino acid sequence and an MHC pseudo amino acid sequence, predict their binding affinity value. This is MHC class I binding data. (1) The peptide sequence is KLVGIELPK. The MHC is HLA-A11:01 with pseudo-sequence HLA-A11:01. The binding affinity (normalized) is 0.602. (2) The peptide sequence is WKAIGAYIL. The MHC is HLA-A02:12 with pseudo-sequence HLA-A02:12. The binding affinity (normalized) is 0.0847. (3) The peptide sequence is TRAPAPFPL. The MHC is HLA-A29:02 with pseudo-sequence HLA-A29:02. The binding affinity (normalized) is 0.0847. (4) The peptide sequence is GLLGCIITSL. The MHC is HLA-A02:03 with pseudo-sequence HLA-A02:03. The binding affinity (normalized) is 0.895. (5) The peptide sequence is YLQAKSQVL. The MHC is HLA-B27:03 with pseudo-sequence HLA-B27:03. The binding affinity (normalized) is 0.0847. (6) The peptide sequence is RVPVSCAVY. The MHC is HLA-A69:01 with pseudo-sequence HLA-A69:01. The binding affinity (normalized) is 0.0847. (7) The peptide sequence is LQPILQRL. The MHC is Mamu-A07 with pseudo-sequence Mamu-A07. The binding affinity (normalized) is 0. (8) The peptide sequence is KSLFNTVATLY. The MHC is HLA-A02:06 with pseudo-sequence HLA-A02:06. The binding affinity (normalized) is 0.533.